Dataset: Catalyst prediction with 721,799 reactions and 888 catalyst types from USPTO. Task: Predict which catalyst facilitates the given reaction. Reactant: Br[C:2]1[CH:7]=[CH:6][CH:5]=[C:4]([Br:8])[N:3]=1.[NH2:9][C:10]1[CH:15]=[C:14]([CH3:16])[CH:13]=[CH:12][N:11]=1.C1(P(C2C=CC=CC=2)C2C=CC3C(=CC=CC=3)C=2C2C3C(=CC=CC=3)C=CC=2P(C2C=CC=CC=2)C2C=CC=CC=2)C=CC=CC=1.CC(C)([O-])C.[Na+]. Product: [Br:8][C:4]1[N:3]=[C:2]([NH:9][C:10]2[CH:15]=[C:14]([CH3:16])[CH:13]=[CH:12][N:11]=2)[CH:7]=[CH:6][CH:5]=1. The catalyst class is: 493.